This data is from Full USPTO retrosynthesis dataset with 1.9M reactions from patents (1976-2016). The task is: Predict the reactants needed to synthesize the given product. (1) Given the product [C:16]([O:15][C:13]([N:10]1[C:11]2[C:7](=[CH:6][CH:5]=[C:4]([NH2:1])[CH:12]=2)[CH2:8][CH2:9]1)=[O:14])([CH3:19])([CH3:18])[CH3:17], predict the reactants needed to synthesize it. The reactants are: [N+:1]([C:4]1[CH:12]=[C:11]2[C:7]([CH2:8][CH2:9][NH:10]2)=[CH:6][CH:5]=1)([O-])=O.[C:13](O[C:13]([O:15][C:16]([CH3:19])([CH3:18])[CH3:17])=[O:14])([O:15][C:16]([CH3:19])([CH3:18])[CH3:17])=[O:14].N(N)(C)C.C. (2) Given the product [CH3:8][C:2]([C:9]1[CH:18]=[C:17]2[C:12]([CH:13]=[C:14]([C:23]([OH:25])=[O:24])[CH:15]([C:19]([F:22])([F:21])[F:20])[O:16]2)=[CH:11][CH:10]=1)([CH3:1])[CH2:3][NH:4][CH2:5][CH2:6][CH3:7], predict the reactants needed to synthesize it. The reactants are: [CH3:1][C:2]([C:9]1[CH:18]=[C:17]2[C:12]([CH:13]=[C:14]([C:23]([O:25]CC)=[O:24])[CH:15]([C:19]([F:22])([F:21])[F:20])[O:16]2)=[CH:11][CH:10]=1)([CH3:8])[CH2:3][NH:4][CH2:5][CH2:6][CH3:7].[OH-].[Na+]. (3) The reactants are: C(OC([N:8]1[CH2:13][CH2:12][CH:11]([N:14]([CH3:18])[CH2:15][CH2:16][CH3:17])[CH2:10][CH2:9]1)=O)(C)(C)C.Cl. Given the product [CH3:18][N:14]([CH:11]1[CH2:10][CH2:9][NH:8][CH2:13][CH2:12]1)[CH2:15][CH2:16][CH3:17], predict the reactants needed to synthesize it.